Task: Regression. Given a peptide amino acid sequence and an MHC pseudo amino acid sequence, predict their binding affinity value. This is MHC class I binding data.. Dataset: Peptide-MHC class I binding affinity with 185,985 pairs from IEDB/IMGT (1) The MHC is HLA-A01:01 with pseudo-sequence HLA-A01:01. The peptide sequence is LFVTIYSHL. The binding affinity (normalized) is 0.239. (2) The binding affinity (normalized) is 0.258. The MHC is HLA-A03:01 with pseudo-sequence HLA-A03:01. The peptide sequence is AMEDLVRAY. (3) The binding affinity (normalized) is 0.466. The peptide sequence is ESSPNPTVEA. The MHC is HLA-B57:01 with pseudo-sequence HLA-B57:01. (4) The peptide sequence is VPRENATAF. The MHC is HLA-B40:01 with pseudo-sequence HLA-B40:01. The binding affinity (normalized) is 0.0847. (5) The peptide sequence is LSSIGIPAY. The MHC is HLA-A03:01 with pseudo-sequence HLA-A03:01. The binding affinity (normalized) is 0.0847. (6) The peptide sequence is IVHSYLKNYK. The MHC is HLA-A68:01 with pseudo-sequence HLA-A68:01. The binding affinity (normalized) is 0.487. (7) The peptide sequence is SVRDRLARL. The MHC is HLA-B35:01 with pseudo-sequence HLA-B35:01. The binding affinity (normalized) is 0. (8) The peptide sequence is HDSNVKNLY. The MHC is HLA-A24:02 with pseudo-sequence HLA-A24:02. The binding affinity (normalized) is 0. (9) The peptide sequence is PRRKAKII. The MHC is Mamu-B08 with pseudo-sequence Mamu-B08. The binding affinity (normalized) is 0. (10) The peptide sequence is TGIAIIAYI. The MHC is HLA-A02:01 with pseudo-sequence HLA-A02:01. The binding affinity (normalized) is 0.0847.